Dataset: Catalyst prediction with 721,799 reactions and 888 catalyst types from USPTO. Task: Predict which catalyst facilitates the given reaction. (1) Reactant: Br[C:2]1[CH:3]=[C:4]2[C:8](=[CH:9][CH:10]=1)[C:7](=[O:11])[NH:6][CH2:5]2.[B:12]1([B:12]2[O:16][C:15]([CH3:18])([CH3:17])[C:14]([CH3:20])([CH3:19])[O:13]2)[O:16][C:15]([CH3:18])([CH3:17])[C:14]([CH3:20])([CH3:19])[O:13]1.CC([O-])=O.[K+]. Product: [CH3:19][C:14]1([CH3:20])[C:15]([CH3:18])([CH3:17])[O:16][B:12]([C:2]2[CH:3]=[C:4]3[C:8](=[CH:9][CH:10]=2)[C:7](=[O:11])[NH:6][CH2:5]3)[O:13]1. The catalyst class is: 12. (2) Reactant: [Cl:1][C:2]1[N:7]=[C:6]([N:8]2[CH2:13][C@@H:12]3[CH2:14][C@H:9]2[CH2:10][N:11]3[C:15]([O:17][C:18]([CH3:21])([CH3:20])[CH3:19])=[O:16])[CH:5]=[N:4][CH:3]=1.[Br:22]N1C(=O)CCC1=O.[OH-].[Na+]. Product: [Br:22][C:3]1[N:4]=[CH:5][C:6]([N:8]2[CH2:13][C@@H:12]3[CH2:14][C@H:9]2[CH2:10][N:11]3[C:15]([O:17][C:18]([CH3:21])([CH3:20])[CH3:19])=[O:16])=[N:7][C:2]=1[Cl:1]. The catalyst class is: 10.